Dataset: Forward reaction prediction with 1.9M reactions from USPTO patents (1976-2016). Task: Predict the product of the given reaction. Given the reactants C([N:8]1[C:13](=[O:14])[C:12]2[C:15]([NH:21][C:22]3[CH:27]=[CH:26][C:25]([N+:28]([O-])=O)=[CH:24][C:23]=3[F:31])=[CH:16][C:17](=[O:20])[N:18]([CH3:19])[C:11]=2[N:10]=[CH:9]1)C1C=CC=CC=1.C([O-])=O.[NH4+], predict the reaction product. The product is: [NH2:28][C:25]1[CH:26]=[CH:27][C:22]([NH:21][C:15]2[C:12]3[C:13](=[O:14])[NH:8][CH:9]=[N:10][C:11]=3[N:18]([CH3:19])[C:17](=[O:20])[CH:16]=2)=[C:23]([F:31])[CH:24]=1.